Dataset: Full USPTO retrosynthesis dataset with 1.9M reactions from patents (1976-2016). Task: Predict the reactants needed to synthesize the given product. Given the product [CH3:54][O:53][C:50]1[CH:49]=[CH:48][C:47]([CH2:46][N:24]([CH2:23][C:22]2[CH:21]=[CH:20][C:19]([O:18][CH3:17])=[CH:56][CH:55]=2)[C:25]2[N:26]=[CH:27][C:28]([C:31]3[C:32]4[CH2:45][CH2:44][N:43]([C:2]5[CH:3]=[C:4]([C:9]([N:11]6[CH2:16][CH2:15][O:14][CH2:13][CH2:12]6)=[O:10])[CH:5]=[CH:6][C:7]=5[F:8])[C:33]=4[N:34]=[C:35]([N:37]4[CH2:42][CH2:41][O:40][CH2:39][CH2:38]4)[N:36]=3)=[CH:29][N:30]=2)=[CH:52][CH:51]=1, predict the reactants needed to synthesize it. The reactants are: Br[C:2]1[CH:3]=[C:4]([C:9]([N:11]2[CH2:16][CH2:15][O:14][CH2:13][CH2:12]2)=[O:10])[CH:5]=[CH:6][C:7]=1[F:8].[CH3:17][O:18][C:19]1[CH:56]=[CH:55][C:22]([CH2:23][N:24]([CH2:46][C:47]2[CH:52]=[CH:51][C:50]([O:53][CH3:54])=[CH:49][CH:48]=2)[C:25]2[N:30]=[CH:29][C:28]([C:31]3[C:32]4[CH2:45][CH2:44][NH:43][C:33]=4[N:34]=[C:35]([N:37]4[CH2:42][CH2:41][O:40][CH2:39][CH2:38]4)[N:36]=3)=[CH:27][N:26]=2)=[CH:21][CH:20]=1.CC(C1C=C(C(C)C)C(C2C=CC=CC=2P(C2CCCCC2)C2CCCCC2)=C(C(C)C)C=1)C.P([O-])([O-])([O-])=O.[K+].[K+].[K+].